Dataset: Catalyst prediction with 721,799 reactions and 888 catalyst types from USPTO. Task: Predict which catalyst facilitates the given reaction. (1) Reactant: [F:1][C:2]1[CH:7]=[CH:6][CH:5]=[C:4]([N+:8]([O-])=O)[C:3]=1[CH2:11][CH2:12][C:13]([OH:15])=O. Product: [F:1][C:2]1[CH:7]=[CH:6][CH:5]=[C:4]2[C:3]=1[CH2:11][CH2:12][C:13](=[O:15])[NH:8]2. The catalyst class is: 19. (2) Reactant: [NH2:1]C1C=CC(F)=C([C@]2(C)[C@H]3[C@](C(F)F)(C3)SC(N)=N2)C=1.Br[C:22]1[CH:23]=[CH:24][C:25]([F:56])=[C:26]([C@:28]2([CH3:55])[C@H:34]3[C@:32]([C:35]([O:37][CH3:38])=[O:36])([CH2:33]3)[S:31][C:30]([N:39]([C:48]([O:50][C:51]([CH3:54])([CH3:53])[CH3:52])=[O:49])[CH2:40][O:41][CH2:42][CH2:43][Si:44]([CH3:47])([CH3:46])[CH3:45])=[N:29]2)[CH:27]=1.[N-]=[N+]=[N-].[Na+].O=C1O[C@H]([C@H](CO)O)C([O-])=C1O.[Na+].CP(C)C.C1COCC1. Product: [NH2:1][C:22]1[CH:23]=[CH:24][C:25]([F:56])=[C:26]([C@:28]2([CH3:55])[C@H:34]3[C@:32]([C:35]([O:37][CH3:38])=[O:36])([CH2:33]3)[S:31][C:30]([N:39]([C:48]([O:50][C:51]([CH3:54])([CH3:53])[CH3:52])=[O:49])[CH2:40][O:41][CH2:42][CH2:43][Si:44]([CH3:47])([CH3:46])[CH3:45])=[N:29]2)[CH:27]=1. The catalyst class is: 205. (3) Reactant: [F:1][C:2]([F:26])([F:25])[CH2:3][NH:4][C:5]([C:7]1([CH2:20][CH2:21][CH2:22][CH2:23]Br)[C:19]2[CH:18]=[CH:17][CH:16]=[CH:15][C:14]=2[C:13]2[C:8]1=[CH:9][CH:10]=[CH:11][CH:12]=2)=[O:6].[N:27]1([C:33]2[S:34][C:35]3[CH:41]=[CH:40][CH:39]=[CH:38][C:36]=3[N:37]=2)[CH2:32][CH2:31][NH:30][CH2:29][CH2:28]1.C(=O)([O-])[O-].[K+].[K+].O. Product: [F:1][C:2]([F:26])([F:25])[CH2:3][NH:4][C:5]([C:7]1([CH2:20][CH2:21][CH2:22][CH2:23][N:30]2[CH2:31][CH2:32][N:27]([C:33]3[S:34][C:35]4[CH:41]=[CH:40][CH:39]=[CH:38][C:36]=4[N:37]=3)[CH2:28][CH2:29]2)[C:19]2[CH:18]=[CH:17][CH:16]=[CH:15][C:14]=2[C:13]2[C:8]1=[CH:9][CH:10]=[CH:11][CH:12]=2)=[O:6]. The catalyst class is: 10. (4) Reactant: [C:1]1([CH2:7][CH2:8][CH2:9][C@H:10]([C@@H:14]([NH:16][O:17][CH:18]2[CH2:23][CH2:22][CH2:21][CH2:20][O:19]2)[CH3:15])[C:11]([OH:13])=[O:12])[CH:6]=[CH:5][CH:4]=[CH:3][CH:2]=1.[C:24](OC=O)(=[O:26])C. Product: [C:1]1([CH2:7][CH2:8][CH2:9][C@H:10]([C@@H:14]([N:16]([CH:24]=[O:26])[O:17][CH:18]2[CH2:23][CH2:22][CH2:21][CH2:20][O:19]2)[CH3:15])[C:11]([OH:13])=[O:12])[CH:6]=[CH:5][CH:4]=[CH:3][CH:2]=1. The catalyst class is: 17. (5) Reactant: [CH2:1]([C:3]1[CH:8]=[CH:7][C:6]([S:9]([CH3:12])(=[O:11])=[O:10])=[CH:5][C:4]=1I)[CH3:2].[CH3:14][N:15]1[CH:20]=[C:19](B2OC(C)(C)C(C)(C)O2)[CH:18]=[CH:17][C:16]1=[O:30].C([O-])([O-])=O.[K+].[K+].CC(=O)OCC. Product: [CH2:1]([C:3]1[CH:8]=[CH:7][C:6]([S:9]([CH3:12])(=[O:11])=[O:10])=[CH:5][C:4]=1[C:19]1[CH:18]=[CH:17][C:16](=[O:30])[N:15]([CH3:14])[CH:20]=1)[CH3:2]. The catalyst class is: 117. (6) Reactant: Br[CH2:2][C:3](=O)[CH2:4][CH2:5][N:6]1[C:14](=[O:15])[C:13]2[C:8](=[CH:9][CH:10]=[CH:11][CH:12]=2)[C:7]1=[O:16].[NH2:18][C:19]1[CH:24]=[CH:23][CH:22]=[CH:21][N:20]=1.C(=O)([O-])O.[Na+]. Product: [N:18]1[C:3]([CH2:4][CH2:5][N:6]2[C:14](=[O:15])[C:13]3[C:8](=[CH:9][CH:10]=[CH:11][CH:12]=3)[C:7]2=[O:16])=[CH:2][N:20]2[CH:21]=[CH:22][CH:23]=[CH:24][C:19]=12. The catalyst class is: 3. (7) Reactant: Br[C:2]1[CH:18]=[CH:17][C:5]([C:6]([NH:8][C:9]2[CH:14]=[C:13]([C:15]#[N:16])[CH:12]=[CH:11][N:10]=2)=[O:7])=[CH:4][CH:3]=1.[CH3:19][C:20]1([CH3:36])[C:24]([CH3:26])([CH3:25])[O:23][B:22]([B:22]2[O:23][C:24]([CH3:26])([CH3:25])[C:20]([CH3:36])([CH3:19])[O:21]2)[O:21]1.C([O-])([O-])=O.[K+].[K+]. Product: [C:15]([C:13]1[CH:12]=[CH:11][N:10]=[C:9]([NH:8][C:6](=[O:7])[C:5]2[CH:17]=[CH:18][C:2]([B:22]3[O:23][C:24]([CH3:26])([CH3:25])[C:20]([CH3:36])([CH3:19])[O:21]3)=[CH:3][CH:4]=2)[CH:14]=1)#[N:16]. The catalyst class is: 75.